This data is from NCI-60 drug combinations with 297,098 pairs across 59 cell lines. The task is: Regression. Given two drug SMILES strings and cell line genomic features, predict the synergy score measuring deviation from expected non-interaction effect. (1) Drug 1: CC1=C(C=C(C=C1)NC2=NC=CC(=N2)N(C)C3=CC4=NN(C(=C4C=C3)C)C)S(=O)(=O)N.Cl. Drug 2: C1C(C(OC1N2C=NC3=C(N=C(N=C32)Cl)N)CO)O. Cell line: OVCAR-5. Synergy scores: CSS=9.26, Synergy_ZIP=-0.980, Synergy_Bliss=1.50, Synergy_Loewe=-9.47, Synergy_HSA=-0.441. (2) Drug 1: C1=CC(=CC=C1CC(C(=O)O)N)N(CCCl)CCCl.Cl. Drug 2: CS(=O)(=O)OCCCCOS(=O)(=O)C. Cell line: TK-10. Synergy scores: CSS=12.8, Synergy_ZIP=2.01, Synergy_Bliss=8.31, Synergy_Loewe=-0.0569, Synergy_HSA=4.77. (3) Drug 1: C1=C(C(=O)NC(=O)N1)N(CCCl)CCCl. Drug 2: C1=NC2=C(N=C(N=C2N1C3C(C(C(O3)CO)O)F)Cl)N. Cell line: T-47D. Synergy scores: CSS=7.15, Synergy_ZIP=-7.85, Synergy_Bliss=-2.53, Synergy_Loewe=-4.27, Synergy_HSA=-2.73. (4) Drug 1: CN(C)N=NC1=C(NC=N1)C(=O)N. Drug 2: CC1CCC2CC(C(=CC=CC=CC(CC(C(=O)C(C(C(=CC(C(=O)CC(OC(=O)C3CCCCN3C(=O)C(=O)C1(O2)O)C(C)CC4CCC(C(C4)OC)OCCO)C)C)O)OC)C)C)C)OC. Cell line: SNB-19. Synergy scores: CSS=21.6, Synergy_ZIP=5.07, Synergy_Bliss=-0.637, Synergy_Loewe=-13.7, Synergy_HSA=-1.89. (5) Drug 1: CC1C(C(CC(O1)OC2CC(CC3=C2C(=C4C(=C3O)C(=O)C5=C(C4=O)C(=CC=C5)OC)O)(C(=O)C)O)N)O.Cl. Drug 2: COCCOC1=C(C=C2C(=C1)C(=NC=N2)NC3=CC=CC(=C3)C#C)OCCOC.Cl. Cell line: MDA-MB-435. Synergy scores: CSS=11.0, Synergy_ZIP=0.189, Synergy_Bliss=6.51, Synergy_Loewe=-1.73, Synergy_HSA=2.55. (6) Drug 1: CCCS(=O)(=O)NC1=C(C(=C(C=C1)F)C(=O)C2=CNC3=C2C=C(C=N3)C4=CC=C(C=C4)Cl)F. Drug 2: CC1=C(N=C(N=C1N)C(CC(=O)N)NCC(C(=O)N)N)C(=O)NC(C(C2=CN=CN2)OC3C(C(C(C(O3)CO)O)O)OC4C(C(C(C(O4)CO)O)OC(=O)N)O)C(=O)NC(C)C(C(C)C(=O)NC(C(C)O)C(=O)NCCC5=NC(=CS5)C6=NC(=CS6)C(=O)NCCC[S+](C)C)O. Cell line: UACC62. Synergy scores: CSS=33.8, Synergy_ZIP=-2.83, Synergy_Bliss=-4.67, Synergy_Loewe=-3.57, Synergy_HSA=-2.55.